From a dataset of Full USPTO retrosynthesis dataset with 1.9M reactions from patents (1976-2016). Predict the reactants needed to synthesize the given product. (1) Given the product [C:1]1([C:7]2[C:8]([C:18]3[O:35][N:36]=[C:37]([C:38]4[CH:43]=[CH:42][C:41]([CH3:44])=[CH:40][C:39]=4[C:45]([F:47])([F:46])[F:48])[N:49]=3)=[N:9][O:10][C:11]=2[C:12]2[CH:13]=[CH:14][CH:15]=[CH:16][CH:17]=2)[CH:6]=[CH:5][CH:4]=[CH:3][CH:2]=1, predict the reactants needed to synthesize it. The reactants are: [C:1]1([C:7]2[C:8]([C:18](O)=O)=[N:9][O:10][C:11]=2[C:12]2[CH:17]=[CH:16][CH:15]=[CH:14][CH:13]=2)[CH:6]=[CH:5][CH:4]=[CH:3][CH:2]=1.C(Cl)CCl.C1C=CC2N(O)N=NC=2C=1.[OH:35][N:36]=[C:37]([NH2:49])[C:38]1[CH:43]=[CH:42][C:41]([CH3:44])=[CH:40][C:39]=1[C:45]([F:48])([F:47])[F:46]. (2) The reactants are: [CH:1]1([CH:7]([NH:10]S(C(C)(C)C)=O)[CH2:8][CH3:9])[CH2:6][CH2:5][CH2:4][CH2:3][CH2:2]1.[ClH:17].C(OCC)C. Given the product [ClH:17].[CH:1]1([CH:7]([NH2:10])[CH2:8][CH3:9])[CH2:6][CH2:5][CH2:4][CH2:3][CH2:2]1, predict the reactants needed to synthesize it. (3) Given the product [N:1]1([C@H:7]2[CH2:8][C@H:9]([O:11][C:12]3[CH:13]=[CH:14][C:15]([C:18]4[S:19][C:20]5[CH2:21][N:22]([C:32]([NH2:31])=[O:33])[CH2:23][CH2:24][C:25]=5[N:26]=4)=[CH:16][CH:17]=3)[CH2:10]2)[CH2:6][CH2:5][CH2:4][CH2:3][CH2:2]1, predict the reactants needed to synthesize it. The reactants are: [N:1]1([C@H:7]2[CH2:10][C@H:9]([O:11][C:12]3[CH:17]=[CH:16][C:15]([C:18]4[S:19][C:20]5[CH2:21][NH:22][CH2:23][CH2:24][C:25]=5[N:26]=4)=[CH:14][CH:13]=3)[CH2:8]2)[CH2:6][CH2:5][CH2:4][CH2:3][CH2:2]1.C[Si]([N:31]=[C:32]=[O:33])(C)C. (4) Given the product [CH3:1][O:2][C:3]([C:5]1[NH:6][C:7]([Br:30])=[C:8]([C:16]2[CH:21]=[CH:20][C:19]([F:22])=[CH:18][CH:17]=2)[C:9]=1[C:10]1[CH:11]=[CH:12][N:13]=[CH:14][CH:15]=1)=[O:4], predict the reactants needed to synthesize it. The reactants are: [CH3:1][O:2][C:3]([C:5]1[NH:6][CH:7]=[C:8]([C:16]2[CH:21]=[CH:20][C:19]([F:22])=[CH:18][CH:17]=2)[C:9]=1[C:10]1[CH:15]=[CH:14][N:13]=[CH:12][CH:11]=1)=[O:4].C1C(=O)N([Br:30])C(=O)C1. (5) Given the product [CH3:29][O:30][C:31]1[CH:32]=[C:33]([C@@:39]23[CH2:47][CH2:46][C@@H:45]([NH:48][C:18]([NH:9][C:8]4[C:3]([O:2][CH3:1])=[N:4][CH:5]=[CH:6][CH:7]=4)=[O:20])[CH2:44][C@@H:43]2[N:42]([CH3:49])[CH2:41][CH2:40]3)[CH:34]=[CH:35][C:36]=1[O:37][CH3:38], predict the reactants needed to synthesize it. The reactants are: [CH3:1][O:2][C:3]1[C:8]([NH2:9])=[CH:7][CH:6]=[CH:5][N:4]=1.CCN(CC)CC.Cl[C:18](Cl)([O:20]C(=O)OC(Cl)(Cl)Cl)Cl.[CH3:29][O:30][C:31]1[CH:32]=[C:33]([C@@:39]23[CH2:47][CH2:46][C@@H:45]([NH2:48])[CH2:44][C@@H:43]2[N:42]([CH3:49])[CH2:41][CH2:40]3)[CH:34]=[CH:35][C:36]=1[O:37][CH3:38]. (6) Given the product [CH2:1]([N:5]1[CH:9]=[C:8]([C:10]2[CH:15]=[CH:14][C:13]([Cl:16])=[CH:12][C:11]=2[Cl:17])[N:7]=[C:6]1[C@@H:18]([NH:35][C:36]([CH:38]1[CH2:43][CH2:42][CH:41]([CH2:44][CH3:45])[CH2:40][CH2:39]1)=[O:37])[CH2:19][C:20]1[CH:25]=[CH:24][C:23]([O:26][C:27]2[CH:28]=[CH:29][C:30]([C:33]3[NH:48][N:47]=[N:46][N:34]=3)=[CH:31][CH:32]=2)=[CH:22][CH:21]=1)[CH2:2][CH2:3][CH3:4], predict the reactants needed to synthesize it. The reactants are: [CH2:1]([N:5]1[CH:9]=[C:8]([C:10]2[CH:15]=[CH:14][C:13]([Cl:16])=[CH:12][C:11]=2[Cl:17])[N:7]=[C:6]1[C@@H:18]([NH:35][C:36]([CH:38]1[CH2:43][CH2:42][CH:41]([CH2:44][CH3:45])[CH2:40][CH2:39]1)=[O:37])[CH2:19][C:20]1[CH:25]=[CH:24][C:23]([O:26][C:27]2[CH:32]=[CH:31][C:30]([C:33]#[N:34])=[CH:29][CH:28]=2)=[CH:22][CH:21]=1)[CH2:2][CH2:3][CH3:4].[N-:46]=[N+:47]=[N-:48].[Na+].[Cl-].[NH4+]. (7) Given the product [CH3:1][S:2][C:3]1[N:8]=[C:7]([CH2:9][O:10][CH:12]2[CH2:13][CH2:14][CH2:15][CH2:16][O:11]2)[CH:6]=[CH:5][N:4]=1, predict the reactants needed to synthesize it. The reactants are: [CH3:1][S:2][C:3]1[N:8]=[C:7]([CH2:9][OH:10])[CH:6]=[CH:5][N:4]=1.[O:11]1[CH:16]=[CH:15][CH2:14][CH2:13][CH2:12]1.C1(C)C=CC(S(O)(=O)=O)=CC=1.